Dataset: Full USPTO retrosynthesis dataset with 1.9M reactions from patents (1976-2016). Task: Predict the reactants needed to synthesize the given product. (1) Given the product [Br:1][C:2]1[C:3]([CH3:33])=[C:4]([CH2:17][CH:18]([N+:30]([O-:32])=[O:31])[C:19]([CH3:29])([CH3:28])[CH2:20][C:21](=[O:27])[CH:22]([O:25][CH3:26])[O:23][CH3:24])[NH:5][CH:6]=1, predict the reactants needed to synthesize it. The reactants are: [Br:1][C:2]1[C:3]([CH3:33])=[C:4]([CH2:17][CH:18]([N+:30]([O-:32])=[O:31])[C:19]([CH3:29])([CH3:28])[CH2:20][C:21](=[O:27])[CH:22]([O:25][CH3:26])[O:23][CH3:24])[N:5](S(C2C=CC(C)=CC=2)(=O)=O)[CH:6]=1.CCCC[N+](CCCC)(CCCC)CCCC.[F-].C([O-])(O)=O.[Na+]. (2) Given the product [NH2:16][C:8]1([C:11]([O:13][CH2:14][CH3:15])=[O:12])[C:9]2[C:5](=[CH:4][CH:3]=[C:2]([Br:1])[CH:10]=2)[CH2:6][C:7]21[CH2:23][CH2:24][CH:25]([O:28][CH3:29])[CH2:26][CH2:27]2, predict the reactants needed to synthesize it. The reactants are: [Br:1][C:2]1[CH:10]=[C:9]2[C:5]([CH2:6][C:7]3([CH2:27][CH2:26][CH:25]([O:28][CH3:29])[CH2:24][CH2:23]3)[C:8]2([NH:16]S(C(C)(C)C)=O)[C:11]([O:13][CH2:14][CH3:15])=[O:12])=[CH:4][CH:3]=1.